The task is: Predict the reaction yield, written as a fraction of the theoretical maximum amount of product (1.0 means a 100% yield; for example, 0.34 means a 34% yield).. This data is from Reaction yield outcomes from USPTO patents with 853,638 reactions. The reactants are [OH:1][C:2]1[CH:3]=[C:4]2[C:9](=[CH:10][CH:11]=1)[C:8]([C:12]([OH:14])=[O:13])=[CH:7][CH:6]=[CH:5]2.C[N+]1([C:22]2[N:27]=[C:26]([O:28][CH3:29])[N:25]=[C:24]([O:30][CH3:31])[N:23]=2)CCOCC1.[Cl-].O. The catalyst is C(#N)C. The product is [CH3:31][O:30][C:24]1[N:25]=[C:26]([O:28][CH3:29])[N:27]=[C:22]([O:13][C:12]([C:8]2[C:9]3[C:4](=[CH:3][C:2]([OH:1])=[CH:11][CH:10]=3)[CH:5]=[CH:6][CH:7]=2)=[O:14])[N:23]=1. The yield is 0.850.